Task: Predict the reactants needed to synthesize the given product.. Dataset: Full USPTO retrosynthesis dataset with 1.9M reactions from patents (1976-2016) (1) Given the product [C:20]([O:23][C@@H:24]1[C@H:28]([CH2:29]/[CH:30]=[CH:31]\[CH2:32][CH2:33][CH2:34][C:35]([O:37][CH3:38])=[O:36])[C@@H:27](/[CH:39]=[CH:7]/[C:8](=[O:16])[C:9]([F:14])([F:15])[CH2:10][CH2:11][CH2:12][CH3:13])[C@H:26]([O:41][CH:42]2[CH2:47][CH2:46][CH2:45][CH2:44][O:43]2)[CH2:25]1)(=[O:22])[CH3:21], predict the reactants needed to synthesize it. The reactants are: COP([CH2:7][C:8](=[O:16])[C:9]([F:15])([F:14])[CH2:10][CH2:11][CH2:12][CH3:13])(=O)OC.O.[OH-].[Li+].[C:20]([O:23][C@@H:24]1[C@H:28]([CH2:29]/[CH:30]=[CH:31]\[CH2:32][CH2:33][CH2:34][C:35]([O:37][CH3:38])=[O:36])[C@@H:27]([CH:39]=O)[C@H:26]([O:41][CH:42]2[CH2:47][CH2:46][CH2:45][CH2:44][O:43]2)[CH2:25]1)(=[O:22])[CH3:21]. (2) Given the product [CH2:9]([O:11][C:12](=[O:27])[CH:13]([CH2:19][C:20]1[CH:25]=[CH:24][C:23]([C:39]2[CH:40]=[CH:41][C:36]([O:35][CH2:28][C:29]3[CH:34]=[CH:33][CH:32]=[CH:31][CH:30]=3)=[CH:37][CH:38]=2)=[CH:22][CH:21]=1)[C:14]([O:16][CH2:17][CH3:18])=[O:15])[CH3:10], predict the reactants needed to synthesize it. The reactants are: B([O-])=O.O.O.O.O.[Na+].[CH2:9]([O:11][C:12](=[O:27])[CH:13]([CH2:19][C:20]1[CH:25]=[CH:24][C:23](Br)=[CH:22][CH:21]=1)[C:14]([O:16][CH2:17][CH3:18])=[O:15])[CH3:10].[CH2:28]([O:35][C:36]1[CH:41]=[CH:40][C:39](B(O)O)=[CH:38][CH:37]=1)[C:29]1[CH:34]=[CH:33][CH:32]=[CH:31][CH:30]=1.O.NN.